This data is from NCI-60 drug combinations with 297,098 pairs across 59 cell lines. The task is: Regression. Given two drug SMILES strings and cell line genomic features, predict the synergy score measuring deviation from expected non-interaction effect. (1) Drug 2: C1C(C(OC1N2C=NC3=C2NC=NCC3O)CO)O. Synergy scores: CSS=-0.0600, Synergy_ZIP=3.73, Synergy_Bliss=-2.35, Synergy_Loewe=-1.81, Synergy_HSA=-1.76. Drug 1: CC(CN1CC(=O)NC(=O)C1)N2CC(=O)NC(=O)C2. Cell line: SNB-75. (2) Drug 1: C1C(C(OC1N2C=C(C(=O)NC2=O)F)CO)O. Drug 2: CC1CCC2CC(C(=CC=CC=CC(CC(C(=O)C(C(C(=CC(C(=O)CC(OC(=O)C3CCCCN3C(=O)C(=O)C1(O2)O)C(C)CC4CCC(C(C4)OC)OCCO)C)C)O)OC)C)C)C)OC. Cell line: M14. Synergy scores: CSS=9.27, Synergy_ZIP=-0.0318, Synergy_Bliss=4.85, Synergy_Loewe=-0.408, Synergy_HSA=0.322.